Dataset: Full USPTO retrosynthesis dataset with 1.9M reactions from patents (1976-2016). Task: Predict the reactants needed to synthesize the given product. The reactants are: C([O:4][C:5]1[CH:10]=[CH:9][CH:8]=[C:7]([Cl:11])[C:6]=1[C:12]1[CH:17]=[CH:16][CH:15]=[CH:14][C:13]=1[CH3:18])C=C.[C:19]1(C)[CH:24]=C(C)C=C(C)[CH:20]=1. Given the product [CH2:24]([C:10]1[CH:9]=[CH:8][C:7]([Cl:11])=[C:6]([C:12]2[CH:17]=[CH:16][CH:15]=[CH:14][C:13]=2[CH3:18])[C:5]=1[OH:4])[CH:19]=[CH2:20], predict the reactants needed to synthesize it.